Dataset: NCI-60 drug combinations with 297,098 pairs across 59 cell lines. Task: Regression. Given two drug SMILES strings and cell line genomic features, predict the synergy score measuring deviation from expected non-interaction effect. (1) Drug 1: C1=CC=C(C(=C1)C(C2=CC=C(C=C2)Cl)C(Cl)Cl)Cl. Drug 2: COC1=C2C(=CC3=C1OC=C3)C=CC(=O)O2. Cell line: SNB-19. Synergy scores: CSS=-2.33, Synergy_ZIP=0.806, Synergy_Bliss=0.845, Synergy_Loewe=-0.489, Synergy_HSA=-0.586. (2) Synergy scores: CSS=56.0, Synergy_ZIP=-10.7, Synergy_Bliss=-16.9, Synergy_Loewe=-11.6, Synergy_HSA=-10.9. Cell line: COLO 205. Drug 1: C1=C(C(=O)NC(=O)N1)F. Drug 2: C1=NC2=C(N1)C(=S)N=CN2. (3) Drug 1: C1=NC2=C(N1)C(=S)N=C(N2)N. Drug 2: CN1C2=C(C=C(C=C2)N(CCCl)CCCl)N=C1CCCC(=O)O.Cl. Cell line: M14. Synergy scores: CSS=28.2, Synergy_ZIP=-8.80, Synergy_Bliss=-5.19, Synergy_Loewe=-40.4, Synergy_HSA=-6.58. (4) Drug 1: CS(=O)(=O)OCCCCOS(=O)(=O)C. Drug 2: CC(C)(C#N)C1=CC(=CC(=C1)CN2C=NC=N2)C(C)(C)C#N. Cell line: BT-549. Synergy scores: CSS=3.61, Synergy_ZIP=-1.59, Synergy_Bliss=0.730, Synergy_Loewe=-0.0537, Synergy_HSA=-0.0102. (5) Drug 1: C1CCC(C1)C(CC#N)N2C=C(C=N2)C3=C4C=CNC4=NC=N3. Drug 2: CC1CCC2CC(C(=CC=CC=CC(CC(C(=O)C(C(C(=CC(C(=O)CC(OC(=O)C3CCCCN3C(=O)C(=O)C1(O2)O)C(C)CC4CCC(C(C4)OC)OCCO)C)C)O)OC)C)C)C)OC. Cell line: OVCAR-8. Synergy scores: CSS=15.7, Synergy_ZIP=4.30, Synergy_Bliss=-2.77, Synergy_Loewe=-17.6, Synergy_HSA=-4.17. (6) Drug 2: C1CN1P(=S)(N2CC2)N3CC3. Cell line: RXF 393. Synergy scores: CSS=9.07, Synergy_ZIP=-4.47, Synergy_Bliss=-2.88, Synergy_Loewe=-3.58, Synergy_HSA=-2.71. Drug 1: C1CCC(CC1)NC(=O)N(CCCl)N=O. (7) Drug 1: C1CC(=O)NC(=O)C1N2C(=O)C3=CC=CC=C3C2=O. Drug 2: CC(C)NC(=O)C1=CC=C(C=C1)CNNC.Cl. Cell line: NCIH23. Synergy scores: CSS=7.30, Synergy_ZIP=-0.450, Synergy_Bliss=1.67, Synergy_Loewe=-2.13, Synergy_HSA=0.465.